Dataset: Forward reaction prediction with 1.9M reactions from USPTO patents (1976-2016). Task: Predict the product of the given reaction. (1) Given the reactants [CH3:1][O:2][C:3]1[CH:4]=[C:5]([CH:13]=[CH:14][CH:15]=1)[NH:6][C:7](=[O:12])[C:8]([CH3:11])([CH3:10])[CH3:9].CN(C)[CH:18]=[O:19], predict the reaction product. The product is: [CH:18]([C:4]1[C:3]([O:2][CH3:1])=[CH:15][CH:14]=[CH:13][C:5]=1[NH:6][C:7](=[O:12])[C:8]([CH3:11])([CH3:10])[CH3:9])=[O:19]. (2) The product is: [Cl:32][C:29]1[CH:28]=[CH:27][C:26]([CH:21]([O:22][CH2:23][C:24]#[CH:25])[C:20]([NH:19][C:14]2[CH:15]=[CH:16][CH:17]=[CH:18][C:13]=2[C:10]2[CH:11]=[CH:12][C:7]([OH:6])=[C:8]([O:34][CH3:35])[CH:9]=2)=[O:33])=[CH:31][CH:30]=1. Given the reactants C([Si](C1C=CC=CC=1)(C1C=CC=CC=1)[O:6][C:7]1[CH:12]=[CH:11][C:10]([C:13]2[CH:18]=[CH:17][CH:16]=[CH:15][C:14]=2[NH:19][C:20](=[O:33])[CH:21]([C:26]2[CH:31]=[CH:30][C:29]([Cl:32])=[CH:28][CH:27]=2)[O:22][CH2:23][C:24]#[CH:25])=[CH:9][C:8]=1[O:34][CH3:35])(C)(C)C.[F-].C([N+](CCCC)(CCCC)CCCC)CCC, predict the reaction product. (3) Given the reactants [CH2:1]([O:3][C:4]([C:6]1[C:7]([OH:25])=[C:8]2[CH:16]=[CH:15][N:14]([CH2:17][C:18]3[CH:23]=[CH:22][C:21]([F:24])=[CH:20][CH:19]=3)[C:9]2=[C:10]([C:12]#[N:13])[N:11]=1)=[O:5])[CH3:2].[C:26](OC(=O)C)(=[O:28])[CH3:27], predict the reaction product. The product is: [CH2:1]([O:3][C:4]([C:6]1[C:7]([O:25][C:26](=[O:28])[CH3:27])=[C:8]2[CH:16]=[CH:15][N:14]([CH2:17][C:18]3[CH:19]=[CH:20][C:21]([F:24])=[CH:22][CH:23]=3)[C:9]2=[C:10]([C:12]#[N:13])[N:11]=1)=[O:5])[CH3:2]. (4) Given the reactants [O:1]=[C:2]1[O:8][C@H:7]([C@H:9]([CH2:11][OH:12])[OH:10])[C:5]([OH:6])=[C:3]1[OH:4].[H][H], predict the reaction product. The product is: [C:2]1(=[O:1])[O:8][C@H:7]([C@H:9]([CH2:11][OH:12])[OH:10])[C@H:5]([OH:6])[C@@H:3]1[OH:4]. (5) Given the reactants [CH:1]([C:4]1[N:5]=[C:6]([NH:9][CH2:10][CH2:11][C:12]2[CH:17]=[CH:16][CH:15]=[CH:14][N:13]=2)[S:7][CH:8]=1)([CH3:3])[CH3:2].[H-].[Na+].Cl[CH2:21][C:22]1[CH:41]=[CH:40][C:25]([CH2:26][O:27][C:28]2[CH:33]=[CH:32][C:31]([CH2:34][CH2:35][C:36]([O:38]C)=[O:37])=[CH:30][CH:29]=2)=[CH:24][CH:23]=1.[OH-].[Na+].Cl, predict the reaction product. The product is: [CH:1]([C:4]1[N:5]=[C:6]([N:9]([CH2:21][C:22]2[CH:41]=[CH:40][C:25]([CH2:26][O:27][C:28]3[CH:33]=[CH:32][C:31]([CH2:34][CH2:35][C:36]([OH:38])=[O:37])=[CH:30][CH:29]=3)=[CH:24][CH:23]=2)[CH2:10][CH2:11][C:12]2[CH:17]=[CH:16][CH:15]=[CH:14][N:13]=2)[S:7][CH:8]=1)([CH3:3])[CH3:2]. (6) Given the reactants Br[C:2]1[CH:3]=[CH:4][C:5]2[O:9][CH:8]([C:10]([N:12]([CH3:14])[CH3:13])=[O:11])[CH2:7][C:6]=2[CH:15]=1.[CH3:16][C:17]1([CH3:33])[C:21]([CH3:23])([CH3:22])[O:20][B:19]([B:19]2[O:20][C:21]([CH3:23])([CH3:22])[C:17]([CH3:33])([CH3:16])[O:18]2)[O:18]1.C([O-])(=O)C.[K+].ClCCl, predict the reaction product. The product is: [CH3:13][N:12]([CH3:14])[C:10]([CH:8]1[CH2:7][C:6]2[CH:15]=[C:2]([B:19]3[O:20][C:21]([CH3:23])([CH3:22])[C:17]([CH3:33])([CH3:16])[O:18]3)[CH:3]=[CH:4][C:5]=2[O:9]1)=[O:11]. (7) The product is: [CH2:18]([S:22]([NH:1][C:2]1[C:3](=[O:17])[N:4]([CH2:9][C:10]([O:12][C:13]([CH3:16])([CH3:15])[CH3:14])=[O:11])[C:5]([CH3:8])=[CH:6][CH:7]=1)(=[O:24])=[O:23])[CH2:19][CH2:20][CH3:21]. Given the reactants [NH2:1][C:2]1[C:3](=[O:17])[N:4]([CH2:9][C:10]([O:12][C:13]([CH3:16])([CH3:15])[CH3:14])=[O:11])[C:5]([CH3:8])=[CH:6][CH:7]=1.[CH2:18]([S:22](Cl)(=[O:24])=[O:23])[CH2:19][CH2:20][CH3:21], predict the reaction product. (8) Given the reactants [C:1](Cl)(=O)C.[CH3:5][C:6]1[CH:14]=[CH:13][C:12]([N+:15]([O-:17])=[O:16])=[CH:11][C:7]=1[C:8]([OH:10])=[O:9], predict the reaction product. The product is: [CH3:1][O:9][C:8](=[O:10])[C:7]1[CH:11]=[C:12]([N+:15]([O-:17])=[O:16])[CH:13]=[CH:14][C:6]=1[CH3:5].